From a dataset of NCI-60 drug combinations with 297,098 pairs across 59 cell lines. Regression. Given two drug SMILES strings and cell line genomic features, predict the synergy score measuring deviation from expected non-interaction effect. Drug 1: CCN(CC)CCNC(=O)C1=C(NC(=C1C)C=C2C3=C(C=CC(=C3)F)NC2=O)C. Drug 2: C1=CC=C(C(=C1)C(C2=CC=C(C=C2)Cl)C(Cl)Cl)Cl. Cell line: COLO 205. Synergy scores: CSS=15.8, Synergy_ZIP=-7.01, Synergy_Bliss=0.403, Synergy_Loewe=-2.87, Synergy_HSA=0.115.